Task: Predict the reactants needed to synthesize the given product.. Dataset: Full USPTO retrosynthesis dataset with 1.9M reactions from patents (1976-2016) (1) Given the product [Br:40][C:14]1[C:15]([C@@H:18]2[C@@H:19]([C:32]3[CH:37]=[CH:36][C:35]([F:38])=[C:34]([F:39])[CH:33]=3)[CH2:20][C@H:21]([CH3:31])[NH:22][CH2:23]2)=[N:16][O:17][C:13]=1[C:8]1[CH:9]=[CH:10][CH:11]=[CH:12][C:7]=1[CH2:6][CH2:5][NH:4][C:1](=[O:3])[CH3:2], predict the reactants needed to synthesize it. The reactants are: [C:1]([NH:4][CH2:5][CH2:6][C:7]1[CH:12]=[CH:11][CH:10]=[CH:9][C:8]=1[C:13]1[O:17][N:16]=[C:15]([C@H:18]2[CH2:23][N:22](C(OC(C)(C)C)=O)[C@@H:21]([CH3:31])[CH2:20][C@@H:19]2[C:32]2[CH:37]=[CH:36][C:35]([F:38])=[C:34]([F:39])[CH:33]=2)[C:14]=1[Br:40])(=[O:3])[CH3:2].Cl. (2) Given the product [CH3:9][O:8][C:7]1[CH:6]=[CH:5][C:4]([O:10][CH2:14][CH2:13][C:12]#[N:19])=[CH:3][C:2]=1[CH3:1], predict the reactants needed to synthesize it. The reactants are: [CH3:1][C:2]1[CH:3]=[C:4]([OH:10])[CH:5]=[CH:6][C:7]=1[O:8][CH3:9].[OH-].[CH2:12]([N+:19](C)(C)C)[C:13]1C=CC=C[CH:14]=1. (3) Given the product [CH3:25][C:24]1[CH:26]=[CH:27][C:21]([S:18]([O:10][CH2:9][CH2:8][O:7][CH2:6][CH2:5][O:4][CH2:3][CH2:2][Cl:1])(=[O:20])=[O:19])=[CH:22][CH:23]=1, predict the reactants needed to synthesize it. The reactants are: [Cl:1][CH2:2][CH2:3][O:4][CH2:5][CH2:6][O:7][CH2:8][CH2:9][OH:10].C(N(CC)CC)C.[S:18](Cl)([C:21]1[CH:27]=[CH:26][C:24]([CH3:25])=[CH:23][CH:22]=1)(=[O:20])=[O:19]. (4) The reactants are: C[N:2](C(ON1N=NC2C=CC=NC1=2)=[N+](C)C)C.F[P-](F)(F)(F)(F)F.[F:25][C:26]1[CH:31]=[CH:30][C:29]([CH:32]2[CH2:36][CH2:35][N:34]([C:37]([C:39]3[N:40]=[C:41]4[C:46]([C:47]([F:50])([F:49])[F:48])=[CH:45][C:44]([C:51]5[CH:55]=[CH:54][O:53][CH:52]=5)=[CH:43][N:42]4[C:56]=3[CH2:57][C:58]([OH:60])=O)=[O:38])[CH2:33]2)=[CH:28][CH:27]=1.[Cl-].[NH4+]. Given the product [F:25][C:26]1[CH:27]=[CH:28][C:29]([CH:32]2[CH2:36][CH2:35][N:34]([C:37]([C:39]3[N:40]=[C:41]4[C:46]([C:47]([F:49])([F:48])[F:50])=[CH:45][C:44]([C:51]5[CH:55]=[CH:54][O:53][CH:52]=5)=[CH:43][N:42]4[C:56]=3[CH2:57][C:58]([NH2:2])=[O:60])=[O:38])[CH2:33]2)=[CH:30][CH:31]=1, predict the reactants needed to synthesize it. (5) Given the product [Br:8][C:5]1[CH:6]=[CH:7][C:2]([NH:1][C:19](=[O:39])[CH2:20][NH:21][C:22](=[O:38])[O:23][CH2:24][CH:25]2[C:26]3[CH:27]=[CH:28][CH:29]=[CH:30][C:31]=3[C:32]3[C:37]2=[CH:36][CH:35]=[CH:34][CH:33]=3)=[C:3]([C:9]([C:11]2[CH:16]=[CH:15][CH:14]=[CH:13][C:12]=2[F:17])=[O:10])[CH:4]=1, predict the reactants needed to synthesize it. The reactants are: [NH2:1][C:2]1[CH:7]=[CH:6][C:5]([Br:8])=[CH:4][C:3]=1[C:9]([C:11]1[CH:16]=[CH:15][CH:14]=[CH:13][C:12]=1[F:17])=[O:10].Cl[C:19](=[O:39])[CH2:20][NH:21][C:22](=[O:38])[O:23][CH2:24][CH:25]1[C:37]2[CH:36]=[CH:35][CH:34]=[CH:33][C:32]=2[C:31]2[C:26]1=[CH:27][CH:28]=[CH:29][CH:30]=2. (6) Given the product [N:1]1([C:6]2[CH:31]=[CH:30][C:9]([CH2:10][O:11][C:12]3[CH:20]=[CH:19][C:18]4[NH:17][C:16]5[CH:21]([CH2:24][C:25]([OH:27])=[O:26])[CH2:22][CH2:23][C:15]=5[C:14]=4[CH:13]=3)=[CH:8][C:7]=2[C:32]([F:35])([F:33])[F:34])[CH2:5][CH2:4][CH2:3][CH2:2]1, predict the reactants needed to synthesize it. The reactants are: [N:1]1([C:6]2[CH:31]=[CH:30][C:9]([CH2:10][O:11][C:12]3[CH:20]=[CH:19][C:18]4[NH:17][C:16]5[CH:21]([CH2:24][C:25]([O:27]CC)=[O:26])[CH2:22][CH2:23][C:15]=5[C:14]=4[CH:13]=3)=[CH:8][C:7]=2[C:32]([F:35])([F:34])[F:33])[CH2:5][CH2:4][CH2:3][CH2:2]1.O[Li].O. (7) Given the product [NH2:1][C:4]1[N:9]=[CH:8][C:7]([O:10][C:11]2[CH:16]=[CH:15][N:14]=[C:13]([NH:17][C:18](=[O:22])[CH:19]([CH3:20])[CH3:21])[CH:12]=2)=[CH:6][CH:5]=1, predict the reactants needed to synthesize it. The reactants are: [N+:1]([C:4]1[N:9]=[CH:8][C:7]([O:10][C:11]2[CH:16]=[CH:15][N:14]=[C:13]([NH:17][C:18](=[O:22])[CH:19]([CH3:21])[CH3:20])[CH:12]=2)=[CH:6][CH:5]=1)([O-])=O.O.NN. (8) Given the product [Br:25][C:18]1[CH:19]=[CH:20][C:21]2[C:22]3[C:14](=[CH:13][C:12]([Br:11])=[CH:24][CH:23]=3)[C:15](=[C:26]([S:10][CH2:3][CH2:4][CH2:5][CH2:6][CH2:7][CH2:8][CH3:9])[S:10][CH2:3][CH2:4][CH2:5][CH2:6][CH2:7][CH2:8][CH3:9])[C:16]=2[CH:17]=1, predict the reactants needed to synthesize it. The reactants are: [H-].[Na+].[CH2:3]([SH:10])[CH2:4][CH2:5][CH2:6][CH2:7][CH2:8][CH3:9].[Br:11][C:12]1[CH:24]=[CH:23][C:22]2[C:21]3[C:16](=[CH:17][C:18]([Br:25])=[CH:19][CH:20]=3)[C:15](=[C:26](Br)Br)[C:14]=2[CH:13]=1.